The task is: Predict which catalyst facilitates the given reaction.. This data is from Catalyst prediction with 721,799 reactions and 888 catalyst types from USPTO. (1) Reactant: O([C:3]([CH3:6])([CH3:5])[CH3:4])[Na].[NH2:7][C:8]1[CH:15]=[CH:14][C:11]([CH:12]=[CH2:13])=[CH:10][CH:9]=1.I[C:17]1[CH:22]=[CH:21][C:20]([CH3:23])=[CH:19][CH:18]=1.[C:24]1([CH3:30])[CH:29]=[CH:28][CH:27]=[CH:26][CH:25]=1.CCOC(C)=O.[CH3:37][CH2:38][CH2:39]CCC. Product: [CH3:4][C:3]1[CH:6]=[CH:39][C:38]([N:7]([C:27]2[CH:28]=[CH:29][C:24]([CH3:30])=[CH:25][CH:26]=2)[C:8]2[CH:15]=[CH:14][C:11]([CH:12]=[CH:13][C:17]3[CH:22]=[CH:21][C:20]([CH3:23])=[CH:19][CH:18]=3)=[CH:10][CH:9]=2)=[CH:37][CH:5]=1. The catalyst class is: 110. (2) Reactant: [CH3:1][C:2]1([CH3:10])[CH2:7][CH:6]([CH2:8][OH:9])[CH2:5][CH2:4][O:3]1.C(N(CC)CC)C.[CH3:18][S:19](Cl)(=[O:21])=[O:20].C(=O)(O)[O-].[Na+]. Product: [CH3:18][S:19]([O:9][CH2:8][CH:6]1[CH2:5][CH2:4][O:3][C:2]([CH3:10])([CH3:1])[CH2:7]1)(=[O:21])=[O:20]. The catalyst class is: 2. (3) Reactant: [Cl:1][C:2]1[N:7]=[CH:6][C:5]([OH:8])=[C:4]([CH3:9])[CH:3]=1.C(=O)([O-])[O-].[Cs+].[Cs+].FC(F)(F)S(O[CH2:22][C:23]([F:26])([F:25])[F:24])(=O)=O. Product: [Cl:1][C:2]1[CH:3]=[C:4]([CH3:9])[C:5]([O:8][CH2:22][C:23]([F:26])([F:25])[F:24])=[CH:6][N:7]=1. The catalyst class is: 3. (4) Reactant: Cl[C:2]1[C:11]2=[N:12][N:13](CC3C=CC(OC)=CC=3)[CH:14]=[C:10]2[C:9]2[CH:8]=[C:7]([O:24][CH3:25])[CH:6]=[CH:5][C:4]=2[N:3]=1.[O:26]1[CH2:31][CH2:30][N:29]([S:32]([C:35]2[CH:36]=[C:37]([CH:39]=[CH:40][CH:41]=2)[NH2:38])(=[O:34])=[O:33])[CH2:28][CH2:27]1.Cl. Product: [CH3:25][O:24][C:7]1[CH:6]=[CH:5][C:4]2[N:3]=[C:2]([NH:38][C:37]3[CH:39]=[CH:40][CH:41]=[C:35]([S:32]([N:29]4[CH2:30][CH2:31][O:26][CH2:27][CH2:28]4)(=[O:34])=[O:33])[CH:36]=3)[C:11]3=[N:12][NH:13][CH:14]=[C:10]3[C:9]=2[CH:8]=1. The catalyst class is: 71. (5) Reactant: CN(C)C(N(C)C)=N.[CH3:9][O:10][C:11]([CH:13](P(OC)(OC)=O)[NH:14][C:15]([O:17][CH2:18][C:19]1[CH:24]=[CH:23][CH:22]=[CH:21][CH:20]=1)=[O:16])=[O:12].[CH3:31][Si:32]([CH3:50])([CH3:49])[CH2:33][CH2:34][S:35]([N:38]1[C:46]2[C:41](=[CH:42][C:43]([CH:47]=O)=[CH:44][CH:45]=2)[CH:40]=[CH:39]1)(=[O:37])=[O:36]. Product: [CH3:9][O:10][C:11](=[O:12])[C:13]([NH:14][C:15]([O:17][CH2:18][C:19]1[CH:20]=[CH:21][CH:22]=[CH:23][CH:24]=1)=[O:16])=[CH:47][C:43]1[CH:42]=[C:41]2[C:46](=[CH:45][CH:44]=1)[N:38]([S:35]([CH2:34][CH2:33][Si:32]([CH3:31])([CH3:50])[CH3:49])(=[O:36])=[O:37])[CH:39]=[CH:40]2. The catalyst class is: 7. (6) Reactant: [C:1]1([C:7]2[CH:8]=[N:9][N:10]([CH2:12][CH2:13][CH2:14][C:15]([OH:17])=O)[CH:11]=2)[CH:6]=[CH:5][CH:4]=[CH:3][CH:2]=1.[CH2:18]([N:23]1[C:31]2[N:30]=[CH:29][NH:28][C:27]=2[C:26](=[O:32])[NH:25]/[C:24]/1=[N:33]\[NH2:34])[CH2:19][CH2:20][CH2:21][CH3:22].F[P-](F)(F)(F)(F)F.N1(O[P+](N(C)C)(N(C)C)N(C)C)C2C=CC=CC=2N=N1.C(N(CC)CC)C. Product: [O:32]=[C:26]1[NH:25]/[C:24](=[N:33]\[NH:34][C:15](=[O:17])[CH2:14][CH2:13][CH2:12][N:10]2[CH:11]=[C:7]([C:1]3[CH:2]=[CH:3][CH:4]=[CH:5][CH:6]=3)[CH:8]=[N:9]2)/[N:23]([CH2:18][CH2:19][CH2:20][CH2:21][CH3:22])[C:31]2[N:30]=[CH:29][NH:28][C:27]1=2. The catalyst class is: 31. (7) Reactant: CON(C)[C:4]([CH:6]1[CH2:8][CH:7]1[C:9]1[CH:14]=[CH:13][CH:12]=[CH:11][C:10]=1[Cl:15])=[O:5].[OH2:17].[OH-].[Na+]. Product: [Cl:15][C:10]1[CH:11]=[CH:12][CH:13]=[CH:14][C:9]=1[CH:7]1[CH2:8][CH:6]1[C:4]([OH:17])=[O:5]. The catalyst class is: 5.